This data is from Full USPTO retrosynthesis dataset with 1.9M reactions from patents (1976-2016). The task is: Predict the reactants needed to synthesize the given product. (1) Given the product [CH2:14]([N:11]1[C:6]2=[N:7][C:8]([CH2:9][CH3:10])=[C:3]([CH2:2][N:1]3[CH2:24][CH2:25][CH2:26][C:27]3=[O:28])[C:4]([NH:16][CH:17]3[CH2:18][CH2:19][O:20][CH2:21][CH2:22]3)=[C:5]2[CH:13]=[N:12]1)[CH3:15], predict the reactants needed to synthesize it. The reactants are: [NH2:1][CH2:2][C:3]1[C:8]([CH2:9][CH3:10])=[N:7][C:6]2[N:11]([CH2:14][CH3:15])[N:12]=[CH:13][C:5]=2[C:4]=1[NH:16][CH:17]1[CH2:22][CH2:21][O:20][CH2:19][CH2:18]1.Cl[CH2:24][CH2:25][CH2:26][C:27](Cl)=[O:28].CCN(C(C)C)C(C)C. (2) Given the product [CH:1]1[CH:2]=[CH:3][C:4]2[N:15]([C:17]([NH2:18])=[O:16])[C:14]3[CH:13]=[CH:12][CH:11]=[CH:10][C:9]=3[CH:8]=[CH:7][C:5]=2[CH:6]=1, predict the reactants needed to synthesize it. The reactants are: [CH:1]1[CH:2]=[CH:3][C:4]2[NH:15][C:14]3[CH:13]=[CH:12][CH:11]=[CH:10][C:9]=3[CH:8]=[CH:7][C:5]=2[CH:6]=1.[O-:16][C:17]#[N:18].[Na+].C(O)(=O)C(C1C=CC=CC=1)O.[OH-].[Na+]. (3) Given the product [C:1]([OH:4])(=[O:3])[CH:2]=[CH2:5].[C:5]([O:8][CH3:7])(=[O:6])[CH:1]=[CH2:2], predict the reactants needed to synthesize it. The reactants are: [C:1]([OH:4])(=[O:3])[CH3:2].[CH2:5]=[O:6].[CH3:7][OH:8].O=O. (4) Given the product [CH2:21]([NH:28][C:4]([C:1]1([C:7]([OH:9])=[O:8])[CH2:3][CH2:2]1)=[O:5])[C:22]1[CH:27]=[CH:26][CH:25]=[CH:24][CH:23]=1, predict the reactants needed to synthesize it. The reactants are: [C:1]1([C:7]([OH:9])=[O:8])([C:4](O)=[O:5])[CH2:3][CH2:2]1.C(N(CC)CC)C.S(Cl)(Cl)=O.[CH2:21]([NH2:28])[C:22]1[CH:27]=[CH:26][CH:25]=[CH:24][CH:23]=1. (5) Given the product [CH:3]([S:4]([N:15]1[CH2:20][CH2:19][CH2:18][CH2:17][CH2:16]1)(=[O:6])=[O:5])=[CH2:2], predict the reactants needed to synthesize it. The reactants are: Br[CH2:2][CH2:3][S:4](Cl)(=[O:6])=[O:5].C(N(CC)CC)C.[NH:15]1[CH2:20][CH2:19][CH2:18][CH2:17][CH2:16]1. (6) Given the product [Cl:1][C:2]1[CH:3]=[C:4]([CH:8]([OH:30])[CH:9]([CH2:15][C:16]2[CH:21]=[CH:20][C:19]([CH2:22][C:23]([F:28])([F:29])[C:24]([F:26])([F:27])[F:25])=[CH:18][CH:17]=2)[C:10]([OH:12])=[O:11])[CH:5]=[CH:6][CH:7]=1, predict the reactants needed to synthesize it. The reactants are: [Cl:1][C:2]1[CH:3]=[C:4]([CH:8]([OH:30])[CH:9]([CH2:15][C:16]2[CH:21]=[CH:20][C:19]([CH2:22][C:23]([F:29])([F:28])[C:24]([F:27])([F:26])[F:25])=[CH:18][CH:17]=2)[C:10]([O:12]CC)=[O:11])[CH:5]=[CH:6][CH:7]=1.[OH-].[Na+]. (7) Given the product [C:1]([O:5][C:6]([N:8]([CH2:22][CH:23]1[CH2:24][CH2:25]1)[C@@H:9]1[CH2:11][C@H:10]1[C:12]1[CH:13]=[CH:14][C:15]([C:16]([OH:18])=[O:17])=[CH:20][CH:21]=1)=[O:7])([CH3:4])([CH3:2])[CH3:3], predict the reactants needed to synthesize it. The reactants are: [C:1]([O:5][C:6]([N:8]([CH2:22][CH:23]1[CH2:25][CH2:24]1)[C@@H:9]1[CH2:11][C@H:10]1[C:12]1[CH:21]=[CH:20][C:15]([C:16]([O:18]C)=[O:17])=[CH:14][CH:13]=1)=[O:7])([CH3:4])([CH3:3])[CH3:2].[OH-].[Na+]. (8) Given the product [C:1]([O:5][C:6](=[O:19])[NH:7][CH2:8][C:9]1[CH:14]=[C:13]([CH2:15][N:20]2[CH2:25][CH2:24][O:23][CH2:22][CH2:21]2)[CH:12]=[C:11]([Cl:17])[C:10]=1[F:18])([CH3:4])([CH3:3])[CH3:2], predict the reactants needed to synthesize it. The reactants are: [C:1]([O:5][C:6](=[O:19])[NH:7][CH2:8][C:9]1[CH:14]=[C:13]([CH:15]=O)[CH:12]=[C:11]([Cl:17])[C:10]=1[F:18])([CH3:4])([CH3:3])[CH3:2].[NH:20]1[CH2:25][CH2:24][O:23][CH2:22][CH2:21]1.C(O)(=O)C.C(O[BH-](OC(=O)C)OC(=O)C)(=O)C.[Na+]. (9) The reactants are: Br[CH2:2][C:3]1[CH:8]=[CH:7][C:6]([N+:9]([O-:11])=[O:10])=[CH:5][C:4]=1[F:12].[NH:13]1[CH2:18][CH2:17][O:16][CH2:15][CH2:14]1.CCN(CC)CC. Given the product [F:12][C:4]1[CH:5]=[C:6]([N+:9]([O-:11])=[O:10])[CH:7]=[CH:8][C:3]=1[CH2:2][N:13]1[CH2:18][CH2:17][O:16][CH2:15][CH2:14]1, predict the reactants needed to synthesize it. (10) The reactants are: I.[CH3:2][N:3]1[C:8](=[O:9])[N:7]2[CH:10]=[N:11][C:12]([C:13](=[NH:23])[NH:14][CH2:15][C:16](=O)[C:17]3[S:18][CH:19]=[CH:20][CH:21]=3)=[C:6]2[N:5]=[N:4]1.I. Given the product [CH3:2][N:3]1[C:8](=[O:9])[N:7]2[CH:10]=[N:11][C:12]([C:13]3[NH:14][CH:15]=[C:16]([C:17]4[S:18][CH:19]=[CH:20][CH:21]=4)[N:23]=3)=[C:6]2[N:5]=[N:4]1, predict the reactants needed to synthesize it.